From a dataset of Full USPTO retrosynthesis dataset with 1.9M reactions from patents (1976-2016). Predict the reactants needed to synthesize the given product. (1) Given the product [CH:25]([C:24]1[N:9]([C:10]2[CH:15]=[CH:14][CH:13]=[C:12]([C:16]([F:17])([F:18])[F:19])[CH:11]=2)[C:2](=[O:1])[C:3]([C:4]([OH:6])=[O:5])=[CH:22][CH:23]=1)([CH3:27])[CH3:26], predict the reactants needed to synthesize it. The reactants are: [O:1]=[C:2]([NH:9][C:10]1[CH:15]=[CH:14][CH:13]=[C:12]([C:16]([F:19])([F:18])[F:17])[CH:11]=1)[CH2:3][C:4]([O:6]CC)=[O:5].CO[CH:22]=[CH:23][C:24](=O)[CH:25]([CH3:27])[CH3:26].C[O-].[Na+].[OH-].[Na+]. (2) Given the product [C:1]([C:3]1[C@@H:8]([C:9]2[CH:14]=[CH:13][C:12]([C:15]#[N:16])=[CH:11][C:10]=2[S:17]([CH3:20])(=[O:19])=[O:18])[N:7]([C:21]([NH:45][CH2:46][CH2:47][OH:48])=[O:22])[C:6](=[O:33])[N:5]([C:34]2[CH:39]=[CH:38][CH:37]=[C:36]([C:40]([F:42])([F:43])[F:41])[CH:35]=2)[C:4]=1[CH3:44])#[N:2], predict the reactants needed to synthesize it. The reactants are: [C:1]([C:3]1[C@@H:8]([C:9]2[CH:14]=[CH:13][C:12]([C:15]#[N:16])=[CH:11][C:10]=2[S:17]([CH3:20])(=[O:19])=[O:18])[N:7]([C:21](OC2C=CC([N+]([O-])=O)=CC=2)=[O:22])[C:6](=[O:33])[N:5]([C:34]2[CH:39]=[CH:38][CH:37]=[C:36]([C:40]([F:43])([F:42])[F:41])[CH:35]=2)[C:4]=1[CH3:44])#[N:2].[NH2:45][CH2:46][CH2:47][OH:48]. (3) The reactants are: [CH3:1][N:2]([CH3:19])[S:3]([C:6]1[CH:11]=[CH:10][C:9]([C:12](=[O:18])[CH2:13][C:14]([O:16][CH3:17])=[O:15])=[CH:8][CH:7]=1)(=[O:5])=[O:4].[C:20](=O)([O-])[O-].[K+].[K+].CI.O. Given the product [CH3:19][N:2]([CH3:1])[S:3]([C:6]1[CH:7]=[CH:8][C:9]([C:12](=[O:18])[CH:13]([CH3:20])[C:14]([O:16][CH3:17])=[O:15])=[CH:10][CH:11]=1)(=[O:4])=[O:5], predict the reactants needed to synthesize it. (4) Given the product [CH:11]1([C:10]2[C:2]([C:17]3[CH:18]=[N:19][CH:20]=[C:15]([F:14])[CH:16]=3)=[N:3][N:4]3[CH:9]=[CH:8][CH:7]=[CH:6][C:5]=23)[CH2:13][CH2:12]1, predict the reactants needed to synthesize it. The reactants are: Cl[C:2]1[C:10]([CH:11]2[CH2:13][CH2:12]2)=[C:5]2[CH:6]=[CH:7][CH:8]=[CH:9][N:4]2[N:3]=1.[F:14][C:15]1[CH:16]=[C:17](B(O)O)[CH:18]=[N:19][CH:20]=1.[O-]P([O-])([O-])=O.[K+].[K+].[K+].C1(P(C2CCCCC2)C2C=CC=CC=2C2C(OC)=CC=CC=2OC)CCCCC1. (5) Given the product [Cl:12][CH2:13][C:14]([N:10]1[C:11]2[C:6](=[CH:5][CH:4]=[CH:3][C:2]=2[CH3:1])[CH2:7][CH2:8][CH2:9]1)=[O:15], predict the reactants needed to synthesize it. The reactants are: [CH3:1][C:2]1[CH:3]=[CH:4][CH:5]=[C:6]2[C:11]=1[NH:10][CH2:9][CH2:8][CH2:7]2.[Cl:12][CH2:13][C:14](Cl)=[O:15].C(N(CC)CC)C. (6) Given the product [NH2:1][C:4]1[C:11]([NH:12][C:13]2[CH:18]=[CH:17][CH:16]=[CH:15][CH:14]=2)=[CH:10][CH:9]=[CH:8][C:5]=1[C:6]#[N:7], predict the reactants needed to synthesize it. The reactants are: [N+:1]([C:4]1[C:11]([NH:12][C:13]2[CH:18]=[CH:17][CH:16]=[CH:15][CH:14]=2)=[CH:10][CH:9]=[CH:8][C:5]=1[C:6]#[N:7])([O-])=O.S(S([O-])=O)([O-])=O.[Na+].[Na+]. (7) Given the product [CH3:1][O:2][C:3]1([C:8]([OH:10])=[O:9])[CH2:7][CH2:6][CH2:5][CH2:4]1, predict the reactants needed to synthesize it. The reactants are: [CH3:1][O:2][C:3]1([C:8]([O:10]C)=[O:9])[CH2:7][CH2:6][CH2:5][CH2:4]1.[Li+].[OH-].